From a dataset of Experimentally validated miRNA-target interactions with 360,000+ pairs, plus equal number of negative samples. Binary Classification. Given a miRNA mature sequence and a target amino acid sequence, predict their likelihood of interaction. (1) Result: 1 (interaction). The miRNA is mmu-miR-324-3p with sequence CCACUGCCCCAGGUGCUGCU. The protein sequence of the target gene is MWLLALCLVGLAGAQRGGGGPGGGAPGGPGLGLGSLGEERFPVVNTAYGRVRGVRRELNNEILGPVVQFLGVPYATPPLGARRFQPPEAPASWPGVRNATTLPPACPQNLHGALPAIMLPVWFTDNLEAAATYVQNQSEDCLYLNLYVPTEDGPLTKKRDEATLNPPDTDIRDSGKKPVMLFLHGGSYMEGTGNMFDGSVLAAYGNVIVVTLNYRLGVLGFLSTGDQAAKGNYGLLDQIQALRWLSENIAHFGGDPERITIFGSGAGASCVNLLILSHHSEGLFQKAIAQSGTAISSWSV.... (2) The miRNA is hsa-miR-7846-3p with sequence CAGCGGAGCCUGGAGAGAAGG. The protein sequence of the target gene is MLEDISEEDIWEYKSKRKPKRVDPNNGSKNILKSVEKATDGKYQSKRSRNRKRAAEAKEVKDHEVPLGNAGCQTSVASSQNSSCGDGIQQTQDKETTPGKLCRTQKSQHVSPKIRPVYDGYCPNCQMPFSSLIGQTPRWHVFECLDSPPRSETECPDGLLCTSTIPFHYKRYTHFLLAQSRAGDHPFSSPSPASGGSFSETKSGVLCSLEERWSSYQNQTDNSVSNDPLLMTQYFKKSPSLTEASEKISTHIQTSQQALQFTDFVENDKLVGVALRLANNSEHINLPLPENDFSDCEISY.... Result: 0 (no interaction).